From a dataset of Forward reaction prediction with 1.9M reactions from USPTO patents (1976-2016). Predict the product of the given reaction. (1) The product is: [PH:1](=[O:4])([O:3][Si:7]([CH2:20][CH3:26])([CH2:16][CH3:17])[CH2:5][CH3:6])[O:2][Si:7]([CH2:16][CH3:17])([CH2:5][CH3:6])[CH2:18][CH3:19]. Given the reactants [P:1]([OH:4])([OH:3])[OH:2].[CH2:5]([Si:7]([CH2:18][CH3:19])([CH2:16][CH3:17])O[Si:7]([CH2:18][CH3:19])([CH2:16][CH3:17])[CH2:5][CH3:6])[CH3:6].[C:20]1([CH3:26])C=CC=CC=1, predict the reaction product. (2) Given the reactants [C:1]([O:5][C:6]([N:8]1[C@H:13]([CH2:14][CH:15]([CH3:17])[CH3:16])[CH2:12][N:11]([S:18]([C:21]2[CH:26]=[CH:25][C:24]([O:27][CH3:28])=[CH:23][CH:22]=2)(=[O:20])=[O:19])[C@@H:10]([CH2:29][OH:30])[CH2:9]1)=[O:7])([CH3:4])([CH3:3])[CH3:2].I([O-])(=O)(=O)=[O:32].[Na+], predict the reaction product. The product is: [C:1]([O:5][C:6]([N:8]1[C@H:13]([CH2:14][CH:15]([CH3:17])[CH3:16])[CH2:12][N:11]([S:18]([C:21]2[CH:26]=[CH:25][C:24]([O:27][CH3:28])=[CH:23][CH:22]=2)(=[O:20])=[O:19])[C@@H:10]([C:29]([OH:32])=[O:30])[CH2:9]1)=[O:7])([CH3:4])([CH3:2])[CH3:3]. (3) Given the reactants [H-].[Na+].[OH:3][CH2:4][C:5]1[O:6][C:7]([CH3:20])=[CH:8][C:9](=[O:19])[C:10]=1[O:11][CH2:12][C:13]1[CH:18]=[CH:17][CH:16]=[CH:15][CH:14]=1.I[CH3:22], predict the reaction product. The product is: [CH3:22][O:3][CH2:4][C:5]1[O:6][C:7]([CH3:20])=[CH:8][C:9](=[O:19])[C:10]=1[O:11][CH2:12][C:13]1[CH:18]=[CH:17][CH:16]=[CH:15][CH:14]=1. (4) Given the reactants [CH2:1]1[C:14]2[C:13]3[CH:12]=[CH:11][CH:10]=[CH:9][C:8]=3[NH:7][C:6]=2[CH2:5][CH2:4][N:3]([C:15]([O:17][C:18]([CH3:21])([CH3:20])[CH3:19])=[O:16])[CH2:2]1.[C:22]1([S:28]([CH2:30][CH2:31]Cl)=[O:29])[CH:27]=[CH:26][CH:25]=[CH:24][CH:23]=1.[H-].[Na+], predict the reaction product. The product is: [C:22]1([S:28]([CH2:30][CH2:31][N:7]2[C:8]3[CH:9]=[CH:10][CH:11]=[CH:12][C:13]=3[C:14]3[CH2:1][CH2:2][N:3]([C:15]([O:17][C:18]([CH3:21])([CH3:20])[CH3:19])=[O:16])[CH2:4][CH2:5][C:6]2=3)=[O:29])[CH:27]=[CH:26][CH:25]=[CH:24][CH:23]=1.